Task: Predict the product of the given reaction.. Dataset: Forward reaction prediction with 1.9M reactions from USPTO patents (1976-2016) (1) Given the reactants Br[C:2]1[CH:7]=[CH:6][C:5]([C:8]2[CH:13]=[CH:12][CH:11]=[CH:10][CH:9]=2)=[CH:4][CH:3]=1.[NH2:14][C:15]1[CH:27]=[C:26]([C:28]2[CH:33]=[CH:32][CH:31]=[CH:30][CH:29]=2)[CH:25]=[CH:24][C:16]=1[C:17]([O:19][C:20]([CH3:23])([CH3:22])[CH3:21])=[O:18].C(=O)([O-])[O-].[Cs+].[Cs+].Cl, predict the reaction product. The product is: [C:5]1([C:8]2[CH:13]=[CH:12][CH:11]=[CH:10][CH:9]=2)[CH:6]=[CH:7][C:2]([NH:14][C:15]2[CH:27]=[C:26]([C:28]3[CH:29]=[CH:30][CH:31]=[CH:32][CH:33]=3)[CH:25]=[CH:24][C:16]=2[C:17]([O:19][C:20]([CH3:23])([CH3:22])[CH3:21])=[O:18])=[CH:3][CH:4]=1. (2) Given the reactants [CH2:1]([C:5]1[N:9]([CH2:10][C:11]2[CH:16]=[CH:15][C:14]([C:17]3[CH:22]=[CH:21][CH:20]=[CH:19][C:18]=3[C:23]#[N:24])=[CH:13][CH:12]=2)[C:8](=[O:25])[C:7]2([CH2:29][CH2:28][CH2:27][CH2:26]2)[N:6]=1)[CH2:2][CH2:3][CH3:4].[N-:30]=[N+:31]=[N-:32].[Na+].Cl.C(N(CC)CC)C.[OH-].[Na+], predict the reaction product. The product is: [CH3:4][CH2:3][CH2:2][CH2:1][C:5]1[N:9]([CH2:10][C:11]2[CH:16]=[CH:15][C:14]([C:17]3[CH:22]=[CH:21][CH:20]=[CH:19][C:18]=3[C:23]3[N:32]=[N:31][NH:30][N:24]=3)=[CH:13][CH:12]=2)[C:8](=[O:25])[C:7]2([CH2:26][CH2:27][CH2:28][CH2:29]2)[N:6]=1. (3) Given the reactants CC1N(C2C=CC=CC=2)[N:5]=CC=1CN.[CH3:15][N:16]1[C:20]([C:21]([F:24])([F:23])[F:22])=[C:19]([C:25](OCC)=O)[CH:18]=[N:17]1, predict the reaction product. The product is: [CH3:15][N:16]1[C:20]([C:21]([F:24])([F:23])[F:22])=[C:19]([CH2:25][NH2:5])[CH:18]=[N:17]1.